From a dataset of NCI-60 drug combinations with 297,098 pairs across 59 cell lines. Regression. Given two drug SMILES strings and cell line genomic features, predict the synergy score measuring deviation from expected non-interaction effect. (1) Drug 1: CC12CCC3C(C1CCC2O)C(CC4=C3C=CC(=C4)O)CCCCCCCCCS(=O)CCCC(C(F)(F)F)(F)F. Drug 2: CC12CCC3C(C1CCC2OP(=O)(O)O)CCC4=C3C=CC(=C4)OC(=O)N(CCCl)CCCl.[Na+]. Cell line: HS 578T. Synergy scores: CSS=-4.15, Synergy_ZIP=4.08, Synergy_Bliss=7.16, Synergy_Loewe=-2.84, Synergy_HSA=-1.97. (2) Drug 1: CNC(=O)C1=CC=CC=C1SC2=CC3=C(C=C2)C(=NN3)C=CC4=CC=CC=N4. Drug 2: CC12CCC3C(C1CCC2O)C(CC4=C3C=CC(=C4)O)CCCCCCCCCS(=O)CCCC(C(F)(F)F)(F)F. Cell line: SF-539. Synergy scores: CSS=12.0, Synergy_ZIP=-2.99, Synergy_Bliss=-0.810, Synergy_Loewe=-3.75, Synergy_HSA=0.350. (3) Drug 1: CC1CCC2CC(C(=CC=CC=CC(CC(C(=O)C(C(C(=CC(C(=O)CC(OC(=O)C3CCCCN3C(=O)C(=O)C1(O2)O)C(C)CC4CCC(C(C4)OC)O)C)C)O)OC)C)C)C)OC. Drug 2: CC1=C2C(C(=O)C3(C(CC4C(C3C(C(C2(C)C)(CC1OC(=O)C(C(C5=CC=CC=C5)NC(=O)C6=CC=CC=C6)O)O)OC(=O)C7=CC=CC=C7)(CO4)OC(=O)C)O)C)OC(=O)C. Cell line: OVCAR-8. Synergy scores: CSS=12.3, Synergy_ZIP=4.58, Synergy_Bliss=4.08, Synergy_Loewe=-9.66, Synergy_HSA=1.38. (4) Drug 1: CC12CCC(CC1=CCC3C2CCC4(C3CC=C4C5=CN=CC=C5)C)O. Drug 2: CN1CCC(CC1)COC2=C(C=C3C(=C2)N=CN=C3NC4=C(C=C(C=C4)Br)F)OC. Cell line: K-562. Synergy scores: CSS=46.1, Synergy_ZIP=2.07, Synergy_Bliss=5.89, Synergy_Loewe=-15.1, Synergy_HSA=5.70. (5) Drug 1: C1=CC(=CC=C1CCCC(=O)O)N(CCCl)CCCl. Drug 2: COCCOC1=C(C=C2C(=C1)C(=NC=N2)NC3=CC=CC(=C3)C#C)OCCOC.Cl. Cell line: OVCAR-8. Synergy scores: CSS=16.7, Synergy_ZIP=-5.08, Synergy_Bliss=-1.90, Synergy_Loewe=-2.38, Synergy_HSA=-1.24. (6) Drug 1: C1=NC(=NC(=O)N1C2C(C(C(O2)CO)O)O)N. Drug 2: CCCCC(=O)OCC(=O)C1(CC(C2=C(C1)C(=C3C(=C2O)C(=O)C4=C(C3=O)C=CC=C4OC)O)OC5CC(C(C(O5)C)O)NC(=O)C(F)(F)F)O. Cell line: SW-620. Synergy scores: CSS=45.0, Synergy_ZIP=-1.32, Synergy_Bliss=-1.02, Synergy_Loewe=-6.50, Synergy_HSA=0.0878. (7) Drug 1: CCC1=C2CN3C(=CC4=C(C3=O)COC(=O)C4(CC)O)C2=NC5=C1C=C(C=C5)O. Drug 2: COC1=C2C(=CC3=C1OC=C3)C=CC(=O)O2. Cell line: HT29. Synergy scores: CSS=14.8, Synergy_ZIP=-8.26, Synergy_Bliss=-6.75, Synergy_Loewe=-23.6, Synergy_HSA=-5.20. (8) Drug 1: CN(CC1=CN=C2C(=N1)C(=NC(=N2)N)N)C3=CC=C(C=C3)C(=O)NC(CCC(=O)O)C(=O)O. Drug 2: C1C(C(OC1N2C=NC(=NC2=O)N)CO)O. Cell line: OVCAR-8. Synergy scores: CSS=25.8, Synergy_ZIP=-8.91, Synergy_Bliss=-14.5, Synergy_Loewe=-24.8, Synergy_HSA=-11.8. (9) Drug 1: C1=NC2=C(N1)C(=S)N=C(N2)N. Drug 2: CCC1(CC2CC(C3=C(CCN(C2)C1)C4=CC=CC=C4N3)(C5=C(C=C6C(=C5)C78CCN9C7C(C=CC9)(C(C(C8N6C=O)(C(=O)OC)O)OC(=O)C)CC)OC)C(=O)OC)O.OS(=O)(=O)O. Cell line: BT-549. Synergy scores: CSS=55.1, Synergy_ZIP=-0.292, Synergy_Bliss=2.17, Synergy_Loewe=-0.134, Synergy_HSA=3.43. (10) Drug 1: CC12CCC(CC1=CCC3C2CCC4(C3CC=C4C5=CN=CC=C5)C)O. Drug 2: CN(C)C1=NC(=NC(=N1)N(C)C)N(C)C. Cell line: NCI/ADR-RES. Synergy scores: CSS=-0.187, Synergy_ZIP=-2.54, Synergy_Bliss=-6.23, Synergy_Loewe=-16.6, Synergy_HSA=-7.96.